From a dataset of Catalyst prediction with 721,799 reactions and 888 catalyst types from USPTO. Predict which catalyst facilitates the given reaction. (1) The catalyst class is: 316. Product: [C:42]([P:46]([CH2:1][C:2]1[N:7]=[C:6]([C:8]2[CH:13]=[CH:12][CH:11]=[CH:10][N:9]=2)[CH:5]=[CH:4][CH:3]=1)[C:48]([CH3:51])([CH3:50])[CH3:49])([CH3:45])([CH3:44])[CH3:43]. Reactant: [CH3:1][C:2]1[N:7]=[C:6]([C:8]2[CH:13]=[CH:12][CH:11]=[CH:10][N:9]=2)[CH:5]=[CH:4][CH:3]=1.C([N-]C(C)C)(C)C.[Li+].CCCCCCC.C1COCC1.C(C1C=CC=CC=1)C.[C:42]([P:46]([C:48]([CH3:51])([CH3:50])[CH3:49])Cl)([CH3:45])([CH3:44])[CH3:43]. (2) Reactant: [Na+].[I-:2].CNCCNC.Br[C:10]1[CH:11]=[C:12]2[C:17](=[CH:18][CH:19]=1)[N:16]=[C:15]([N:20]1[CH2:25][CH2:24][CH:23]([CH3:26])[CH2:22][CH2:21]1)[CH:14]=[C:13]2[CH3:27].CCOC(C)=O. Product: [I:2][C:10]1[CH:11]=[C:12]2[C:17](=[CH:18][CH:19]=1)[N:16]=[C:15]([N:20]1[CH2:25][CH2:24][CH:23]([CH3:26])[CH2:22][CH2:21]1)[CH:14]=[C:13]2[CH3:27]. The catalyst class is: 185. (3) Reactant: [Cl:1][C:2]1[C:3]([N:33]=C(C2C=CC=CC=2)C2C=CC=CC=2)=[N:4][CH:5]=[CH:6][C:7]=1[O:8][C:9]1[CH:14]=[CH:13][C:12]([NH:15][C:16]([C:18]2[C:23](=[O:24])[C:22]([C:25]3[CH:30]=[CH:29][C:28]([F:31])=[CH:27][CH:26]=3)=[CH:21][NH:20][CH:19]=2)=[O:17])=[CH:11][C:10]=1[F:32].Cl. Product: [ClH:1].[NH2:33][C:3]1[C:2]([Cl:1])=[C:7]([O:8][C:9]2[CH:14]=[CH:13][C:12]([NH:15][C:16]([C:18]3[C:23](=[O:24])[C:22]([C:25]4[CH:26]=[CH:27][C:28]([F:31])=[CH:29][CH:30]=4)=[CH:21][NH:20][CH:19]=3)=[O:17])=[CH:11][C:10]=2[F:32])[CH:6]=[CH:5][N:4]=1. The catalyst class is: 1. (4) Reactant: [C:1](N1C=CC=CC1=O)(N1C=CC=CC1=O)=[S:2].[CH3:17][O:18][C:19]1[N:24]=[CH:23][N:22]=[C:21]([NH2:25])[CH:20]=1. Product: [N:25]([C:21]1[CH:20]=[C:19]([O:18][CH3:17])[N:24]=[CH:23][N:22]=1)=[C:1]=[S:2]. The catalyst class is: 4. (5) Reactant: [CH2:1]([C:3]1[C:4]([CH2:9][S:10][C:11]2[N:16]=[C:15]([OH:17])[CH:14]=[C:13]([CH3:18])[N:12]=2)=[N:5][N:6]([CH3:8])[CH:7]=1)[CH3:2].[ClH:19].O1CCOCC1. Product: [ClH:19].[CH2:1]([C:3]1[C:4]([CH2:9][S:10][C:11]2[N:16]=[C:15]([OH:17])[CH:14]=[C:13]([CH3:18])[N:12]=2)=[N:5][N:6]([CH3:8])[CH:7]=1)[CH3:2]. The catalyst class is: 5. (6) Reactant: C1(P(C2C=CC=CC=2)C2C=CC=CC=2)C=CC=CC=1.CN(C=O)C.[Br:25][C:26]1[CH:31]=[CH:30][C:29]([S:32](Cl)(=O)=O)=[CH:28][C:27]=1[F:36]. Product: [Br:25][C:26]1[CH:31]=[CH:30][C:29]([SH:32])=[CH:28][C:27]=1[F:36]. The catalyst class is: 2.